From a dataset of NCI-60 drug combinations with 297,098 pairs across 59 cell lines. Regression. Given two drug SMILES strings and cell line genomic features, predict the synergy score measuring deviation from expected non-interaction effect. (1) Drug 1: COC1=NC(=NC2=C1N=CN2C3C(C(C(O3)CO)O)O)N. Drug 2: CC(C)(C#N)C1=CC(=CC(=C1)CN2C=NC=N2)C(C)(C)C#N. Cell line: HCT-15. Synergy scores: CSS=8.53, Synergy_ZIP=6.29, Synergy_Bliss=18.1, Synergy_Loewe=-1.13, Synergy_HSA=0.775. (2) Drug 1: CC1OCC2C(O1)C(C(C(O2)OC3C4COC(=O)C4C(C5=CC6=C(C=C35)OCO6)C7=CC(=C(C(=C7)OC)O)OC)O)O. Drug 2: CN1C2=C(C=C(C=C2)N(CCCl)CCCl)N=C1CCCC(=O)O.Cl. Cell line: HT29. Synergy scores: CSS=10.7, Synergy_ZIP=-7.89, Synergy_Bliss=-1.83, Synergy_Loewe=-21.4, Synergy_HSA=-2.33. (3) Drug 1: CC(C)(C#N)C1=CC(=CC(=C1)CN2C=NC=N2)C(C)(C)C#N. Drug 2: B(C(CC(C)C)NC(=O)C(CC1=CC=CC=C1)NC(=O)C2=NC=CN=C2)(O)O. Cell line: NCIH23. Synergy scores: CSS=49.3, Synergy_ZIP=3.41, Synergy_Bliss=7.20, Synergy_Loewe=-3.88, Synergy_HSA=1.85. (4) Drug 1: CN(C)C1=NC(=NC(=N1)N(C)C)N(C)C. Drug 2: CC1CCC2CC(C(=CC=CC=CC(CC(C(=O)C(C(C(=CC(C(=O)CC(OC(=O)C3CCCCN3C(=O)C(=O)C1(O2)O)C(C)CC4CCC(C(C4)OC)OCCO)C)C)O)OC)C)C)C)OC. Cell line: SN12C. Synergy scores: CSS=19.1, Synergy_ZIP=-1.49, Synergy_Bliss=3.57, Synergy_Loewe=-16.8, Synergy_HSA=2.86. (5) Drug 1: C1C(C(OC1N2C=C(C(=O)NC2=O)F)CO)O. Drug 2: CCN(CC)CCNC(=O)C1=C(NC(=C1C)C=C2C3=C(C=CC(=C3)F)NC2=O)C. Cell line: DU-145. Synergy scores: CSS=9.42, Synergy_ZIP=-6.74, Synergy_Bliss=0.121, Synergy_Loewe=-20.4, Synergy_HSA=-0.517. (6) Drug 1: C1CCN(CC1)CCOC2=CC=C(C=C2)C(=O)C3=C(SC4=C3C=CC(=C4)O)C5=CC=C(C=C5)O. Drug 2: COC1=C(C=C2C(=C1)N=CN=C2NC3=CC(=C(C=C3)F)Cl)OCCCN4CCOCC4. Cell line: M14. Synergy scores: CSS=20.8, Synergy_ZIP=-4.79, Synergy_Bliss=0.145, Synergy_Loewe=-0.0410, Synergy_HSA=-0.707. (7) Drug 1: CC1=C(C=C(C=C1)NC2=NC=CC(=N2)N(C)C3=CC4=NN(C(=C4C=C3)C)C)S(=O)(=O)N.Cl. Drug 2: CC1C(C(=O)NC(C(=O)N2CCCC2C(=O)N(CC(=O)N(C(C(=O)O1)C(C)C)C)C)C(C)C)NC(=O)C3=C4C(=C(C=C3)C)OC5=C(C(=O)C(=C(C5=N4)C(=O)NC6C(OC(=O)C(N(C(=O)CN(C(=O)C7CCCN7C(=O)C(NC6=O)C(C)C)C)C)C(C)C)C)N)C. Cell line: ACHN. Synergy scores: CSS=18.1, Synergy_ZIP=13.9, Synergy_Bliss=18.1, Synergy_Loewe=18.9, Synergy_HSA=18.8. (8) Drug 1: CS(=O)(=O)CCNCC1=CC=C(O1)C2=CC3=C(C=C2)N=CN=C3NC4=CC(=C(C=C4)OCC5=CC(=CC=C5)F)Cl. Drug 2: CC1C(C(CC(O1)OC2CC(CC3=C2C(=C4C(=C3O)C(=O)C5=C(C4=O)C(=CC=C5)OC)O)(C(=O)CO)O)N)O.Cl. Cell line: NCI-H522. Synergy scores: CSS=43.3, Synergy_ZIP=-0.380, Synergy_Bliss=4.38, Synergy_Loewe=0.0248, Synergy_HSA=4.23. (9) Synergy scores: CSS=3.41, Synergy_ZIP=-0.185, Synergy_Bliss=3.21, Synergy_Loewe=-2.77, Synergy_HSA=1.54. Cell line: NCI-H322M. Drug 2: C1CC(=O)NC(=O)C1N2C(=O)C3=CC=CC=C3C2=O. Drug 1: CC1=C(C=C(C=C1)C(=O)NC2=CC(=CC(=C2)C(F)(F)F)N3C=C(N=C3)C)NC4=NC=CC(=N4)C5=CN=CC=C5.